Dataset: Full USPTO retrosynthesis dataset with 1.9M reactions from patents (1976-2016). Task: Predict the reactants needed to synthesize the given product. (1) Given the product [CH3:15][O:14][C:8]1[CH:7]=[C:6]([CH:11]=[CH:10][CH:9]=1)[C:5]([OH:16])=[O:4], predict the reactants needed to synthesize it. The reactants are: [OH-].[Na+].C[O:4][C:5](=[O:16])[C:6]1[CH:11]=[CH:10][C:9](CN)=[C:8]([O:14][CH3:15])[CH:7]=1.Cl.CCN(CC)CC.C1C2C(COC(ON3C(=O)CCC3=O)=O)C3C(=CC=CC=3)C=2C=CC=1. (2) Given the product [Cl:24][C:21]1[CH:22]=[CH:23][C:18]([CH2:17][NH:16][C:13]2[CH:14]=[CH:15][C:10]([C:5]3[C:4]([NH2:25])=[N:3][C:2]([NH2:1])=[N:7][C:6]=3[CH2:8][O:9][CH2:35][C:34]3[CH:37]=[CH:38][CH:39]=[C:40]([CH3:41])[C:33]=3[F:32])=[CH:11][CH:12]=2)=[CH:19][CH:20]=1, predict the reactants needed to synthesize it. The reactants are: [NH2:1][C:2]1[N:7]=[C:6]([CH2:8][OH:9])[C:5]([C:10]2[CH:15]=[CH:14][C:13]([NH:16][CH2:17][C:18]3[CH:23]=[CH:22][C:21]([Cl:24])=[CH:20][CH:19]=3)=[CH:12][CH:11]=2)=[C:4]([NH2:25])[N:3]=1.CC(C)([O-])C.[Na+].[F:32][C:33]1[C:40]([CH3:41])=[CH:39][CH:38]=[CH:37][C:34]=1[CH2:35]Br.Cl. (3) Given the product [ClH:1].[ClH:1].[NH2:36][C@H:37]1[CH2:42][CH2:41][C@H:40]([NH:43][C:2]2[N:10]=[C:9]3[C:5]([N:6]=[CH:7][N:8]3[CH:11]3[CH2:15][CH2:14][CH2:13][CH2:12]3)=[C:4]([NH:16][CH2:17][CH2:18][NH:19][C:20](=[O:35])[C:21]3[CH:22]=[C:23]([C:31]([F:34])([F:33])[F:32])[CH:24]=[C:25]([C:27]([F:30])([F:29])[F:28])[CH:26]=3)[N:3]=2)[CH2:39][CH2:38]1, predict the reactants needed to synthesize it. The reactants are: [Cl:1][C:2]1[N:10]=[C:9]2[C:5]([N:6]=[CH:7][N:8]2[CH:11]2[CH2:15][CH2:14][CH2:13][CH2:12]2)=[C:4]([NH:16][CH2:17][CH2:18][NH:19][C:20](=[O:35])[C:21]2[CH:26]=[C:25]([C:27]([F:30])([F:29])[F:28])[CH:24]=[C:23]([C:31]([F:34])([F:33])[F:32])[CH:22]=2)[N:3]=1.[NH2:36][C@H:37]1[CH2:42][CH2:41][C@H:40]([NH2:43])[CH2:39][CH2:38]1. (4) Given the product [OH:2][C:3]1[C:12]([C:13]2[CH:18]=[CH:17][CH:16]=[CH:15][N:14]=2)=[CH:11][C:10]2[N:9]=[C:8]([C:19]3[CH:24]=[CH:23][CH:22]=[CH:21][CH:20]=3)[CH:7]=[N:6][C:5]=2[C:4]=1[C:25]([OH:27])=[O:26], predict the reactants needed to synthesize it. The reactants are: C[O:2][C:3]1[C:12]([C:13]2[CH:18]=[CH:17][CH:16]=[CH:15][N:14]=2)=[CH:11][C:10]2[N:9]=[C:8]([C:19]3[CH:24]=[CH:23][CH:22]=[CH:21][CH:20]=3)[CH:7]=[N:6][C:5]=2[C:4]=1[C:25]([O:27]C)=[O:26].B(Br)(Br)Br.O. (5) Given the product [C:36]([C:32]1[CH:31]=[C:30]([NH:29][C:27]([C:23]2[CH:22]=[CH:21][C:20]3[C:25](=[CH:26][C:17]([O:16][C:14]4[CH:13]=[CH:12][N:11]=[C:10]([C:8](=[NH:7])[N:1]5[CH2:6][CH2:5][O:4][CH2:3][CH2:2]5)[CH:15]=4)=[CH:18][CH:19]=3)[CH:24]=2)=[O:28])[CH:35]=[CH:34][CH:33]=1)([CH3:39])([CH3:37])[CH3:38], predict the reactants needed to synthesize it. The reactants are: [NH:1]1[CH2:6][CH2:5][O:4][CH2:3][CH2:2]1.[NH2:7][C:8]([C:10]1[CH:15]=[C:14]([O:16][C:17]2[CH:26]=[C:25]3[C:20]([CH:21]=[CH:22][C:23]([C:27]([NH:29][C:30]4[CH:35]=[CH:34][CH:33]=[C:32]([C:36]([CH3:39])([CH3:38])[CH3:37])[CH:31]=4)=[O:28])=[CH:24]3)=[CH:19][CH:18]=2)[CH:13]=[CH:12][N:11]=1)=S. (6) Given the product [C:13]([C@H:17]1[CH2:22][CH2:21][C@H:20]([O:12][C:4]2[CH:3]=[C:2]([CH3:1])[C:11]3[C:6]([CH:5]=2)=[CH:7][CH:8]=[CH:9][CH:10]=3)[CH2:19][CH2:18]1)([CH3:16])([CH3:15])[CH3:14], predict the reactants needed to synthesize it. The reactants are: [CH3:1][C:2]1[C:11]2[C:6](=[CH:7][CH:8]=[CH:9][CH:10]=2)[CH:5]=[C:4]([OH:12])[CH:3]=1.[C:13]([C@@H:17]1[CH2:22][CH2:21][C@H:20](O)[CH2:19][CH2:18]1)([CH3:16])([CH3:15])[CH3:14].C1(P(C2C=CC=CC=2)C2C=CC=CC=2)C=CC=CC=1.N(C(OC(C)C)=O)=NC(OC(C)C)=O. (7) Given the product [CH2:19]([O:18][C:15]1[CH:14]=[CH:13][C:12]([N:9]2[C:10]([CH3:11])=[C:6]([C:4]([OH:5])=[O:3])[N:7]=[C:8]2[C:26]2[CH:31]=[CH:30][C:29]([Cl:32])=[CH:28][C:27]=2[Cl:33])=[CH:17][CH:16]=1)[C:20]1[CH:21]=[CH:22][CH:23]=[CH:24][CH:25]=1, predict the reactants needed to synthesize it. The reactants are: C([O:3][C:4]([C:6]1[N:7]=[C:8]([C:26]2[CH:31]=[CH:30][C:29]([Cl:32])=[CH:28][C:27]=2[Cl:33])[N:9]([C:12]2[CH:17]=[CH:16][C:15]([O:18][CH2:19][C:20]3[CH:25]=[CH:24][CH:23]=[CH:22][CH:21]=3)=[CH:14][CH:13]=2)[C:10]=1[CH3:11])=[O:5])C.[OH-].[K+].Cl. (8) Given the product [C:18]([O:22][C:23](=[O:32])[NH:24][C:25]1[CH:30]=[CH:29][CH:28]=[C:27]([O:31][CH2:38][CH2:33][CH2:34][CH3:35])[CH:26]=1)([CH3:21])([CH3:19])[CH3:20], predict the reactants needed to synthesize it. The reactants are: [OH-].[Na+].CC(OC(OC(OC(C)(C)C)=O)=O)(C)C.[C:18]([O:22][C:23](=[O:32])[NH:24][C:25]1[CH:30]=[CH:29][CH:28]=[C:27]([OH:31])[CH:26]=1)([CH3:21])([CH3:20])[CH3:19].[C:33]1(P([C:33]2[CH:38]=CC=[CH:35][CH:34]=2)[C:33]2[CH:38]=CC=[CH:35][CH:34]=2)[CH:38]=CC=[CH:35][CH:34]=1.CCOC(/N=N/C(OCC)=O)=O.